Task: Predict the reactants needed to synthesize the given product.. Dataset: Full USPTO retrosynthesis dataset with 1.9M reactions from patents (1976-2016) (1) Given the product [CH2:1]([O:3][C:4](=[O:16])[CH2:5][N:6]1[C:14]2[C:9](=[CH:10][CH:11]=[C:12]([O:15][CH2:27][CH2:26][C:25]3[C:20]([CH:17]4[CH2:19][CH2:18]4)=[N:21][C:22]([C:29]4[CH:34]=[CH:33][C:32]([C:35]([F:38])([F:36])[F:37])=[CH:31][CH:30]=4)=[N:23][CH:24]=3)[CH:13]=2)[CH:8]=[CH:7]1)[CH3:2], predict the reactants needed to synthesize it. The reactants are: [CH2:1]([O:3][C:4](=[O:16])[CH2:5][N:6]1[C:14]2[C:9](=[CH:10][CH:11]=[C:12]([OH:15])[CH:13]=2)[CH:8]=[CH:7]1)[CH3:2].[CH:17]1([C:20]2[C:25]([CH2:26][CH2:27]O)=[CH:24][N:23]=[C:22]([C:29]3[CH:34]=[CH:33][C:32]([C:35]([F:38])([F:37])[F:36])=[CH:31][CH:30]=3)[N:21]=2)[CH2:19][CH2:18]1.N(C(OC(C)(C)C)=O)=NC(OC(C)(C)C)=O.C1(P(C2C=CC=CC=2)C2C=CC=CC=2)C=CC=CC=1. (2) Given the product [C:4]1([CH3:8])[CH:5]=[CH:6][CH:7]=[CH:2][C:3]=1[CH:18]1[CH2:17][CH2:16][CH2:15][CH2:14][CH:19]1[OH:20], predict the reactants needed to synthesize it. The reactants are: Br[C:2]1[CH:7]=[CH:6][CH:5]=[C:4]([CH3:8])[CH:3]=1.[Li]CCCC.[CH:14]12[O:20][CH:19]1[CH2:18][CH2:17][CH2:16][CH2:15]2.B(F)(F)F.CCOCC.[Cl-].[NH4+]. (3) The reactants are: [NH2:1][C:2]1[CH:7]=[CH:6][C:5]([C:8]2[C:16]3[C:11](=[CH:12][N:13]=[CH:14][CH:15]=3)[NH:10][C:9]=2[C:17]([NH2:19])=[O:18])=[CH:4][CH:3]=1.[F:20][C:21]([F:32])([F:31])[C:22]1[CH:27]=[CH:26][C:25]([N:28]=[C:29]=[O:30])=[CH:24][CH:23]=1. Given the product [F:20][C:21]([F:31])([F:32])[C:22]1[CH:23]=[CH:24][C:25]([NH:28][C:29](=[O:30])[NH:1][C:2]2[CH:3]=[CH:4][C:5]([C:8]3[C:16]4[C:11](=[CH:12][N:13]=[CH:14][CH:15]=4)[NH:10][C:9]=3[C:17]([NH2:19])=[O:18])=[CH:6][CH:7]=2)=[CH:26][CH:27]=1, predict the reactants needed to synthesize it. (4) Given the product [F:1][C:2]1[CH:3]=[C:4]([NH:5][CH:10]=[O:11])[CH:6]=[C:7]([F:9])[CH:8]=1, predict the reactants needed to synthesize it. The reactants are: [F:1][C:2]1[CH:3]=[C:4]([CH:6]=[C:7]([F:9])[CH:8]=1)[NH2:5].[CH:10](O)=[O:11]. (5) Given the product [Cl:1][C:2]1[CH:3]=[C:4]2[C:9](=[CH:10][CH:11]=1)[NH:8][C:7](=[O:12])[C:6]([CH2:13][NH:15][C:16]1[CH:23]=[CH:22][C:19]([C:20]#[N:21])=[C:18]([CH3:24])[N:17]=1)=[CH:5]2, predict the reactants needed to synthesize it. The reactants are: [Cl:1][C:2]1[CH:3]=[C:4]2[C:9](=[CH:10][CH:11]=1)[NH:8][C:7](=[O:12])[C:6]([CH:13]=O)=[CH:5]2.[NH2:15][C:16]1[CH:23]=[CH:22][C:19]([C:20]#[N:21])=[C:18]([CH3:24])[N:17]=1.CC(O)=O.C(O[BH-](OC(=O)C)OC(=O)C)(=O)C.[Na+]. (6) Given the product [CH3:20][O:21][C:22]1[CH:23]=[CH:24][C:25]2[C:29]([O:30][C:31]3[CH:32]=[CH:33][C:34]([O:37][CH2:38][CH2:39][N:40]4[CH2:45][CH2:44][CH2:43][CH2:42][CH2:41]4)=[CH:35][CH:36]=3)=[C:28]([C:9]3[CH:10]=[C:11]4[C:15](=[CH:16][CH:17]=3)[C:14](=[O:18])[NH:13][CH2:12]4)[S:27][C:26]=2[CH:47]=1, predict the reactants needed to synthesize it. The reactants are: CC1(C)C(C)(C)OB([C:9]2[CH:10]=[C:11]3[C:15](=[CH:16][CH:17]=2)[C:14](=[O:18])[NH:13][CH2:12]3)O1.[CH3:20][O:21][C:22]1[CH:23]=[CH:24][C:25]2[C:29]([O:30][C:31]3[CH:36]=[CH:35][C:34]([O:37][CH2:38][CH2:39][N:40]4[CH2:45][CH2:44][CH2:43][CH2:42][CH2:41]4)=[CH:33][CH:32]=3)=[C:28](Br)[S:27][C:26]=2[CH:47]=1.C(=O)([O-])[O-].[Na+].[Na+]. (7) Given the product [F:28][C:29]1[CH:38]=[CH:37][C:32]([C:33]2[N:34]=[C:13]([C:8]34[CH2:11][CH2:12][C:5]([C:3]([O:2][CH3:1])=[O:4])([CH2:6][CH2:7]3)[CH2:10][CH2:9]4)[O:36][N:35]=2)=[CH:31][CH:30]=1, predict the reactants needed to synthesize it. The reactants are: [CH3:1][O:2][C:3]([C:5]12[CH2:12][CH2:11][C:8]([C:13](O)=O)([CH2:9][CH2:10]1)[CH2:7][CH2:6]2)=[O:4].C(N1C=CN=C1)(N1C=CN=C1)=O.[F:28][C:29]1[CH:38]=[CH:37][C:32]([C:33](=[N:35][OH:36])[NH2:34])=[CH:31][CH:30]=1.